From a dataset of CYP2C9 inhibition data for predicting drug metabolism from PubChem BioAssay. Regression/Classification. Given a drug SMILES string, predict its absorption, distribution, metabolism, or excretion properties. Task type varies by dataset: regression for continuous measurements (e.g., permeability, clearance, half-life) or binary classification for categorical outcomes (e.g., BBB penetration, CYP inhibition). Dataset: cyp2c9_veith. (1) The result is 0 (non-inhibitor). The molecule is Nc1nc(N)nc(CC(=O)O)n1. (2) The molecule is Cc1ccc(NC2c3ncccc3C(=O)N2Cc2ccc(F)cc2)cc1. The result is 1 (inhibitor).